Dataset: Full USPTO retrosynthesis dataset with 1.9M reactions from patents (1976-2016). Task: Predict the reactants needed to synthesize the given product. Given the product [O:22]=[C:18]1[CH2:19][CH2:20][CH2:21][N:17]1[C:14]1[CH:15]=[CH:16][C:11]([C:4]23[CH2:10][CH:8]4[CH2:9][C:2]([NH:1][CH2:30][C:31]([N:33]5[CH2:37][CH2:36][CH2:35][C@H:34]5[C:38]#[N:39])=[O:32])([CH2:3]2)[CH:6]([CH2:7]4)[CH2:5]3)=[CH:12][CH:13]=1, predict the reactants needed to synthesize it. The reactants are: [NH2:1][C:2]12[CH2:9][CH:8]3[CH2:10][C:4]([C:11]4[CH:16]=[CH:15][C:14]([N:17]5[CH2:21][CH2:20][CH2:19][C:18]5=[O:22])=[CH:13][CH:12]=4)([CH2:5][CH:6]1[CH2:7]3)[CH2:3]2.C([O-])([O-])=O.[K+].[K+].Cl[CH2:30][C:31]([N:33]1[CH2:37][CH2:36][CH2:35][C@H:34]1[C:38]#[N:39])=[O:32].